Dataset: NCI-60 drug combinations with 297,098 pairs across 59 cell lines. Task: Regression. Given two drug SMILES strings and cell line genomic features, predict the synergy score measuring deviation from expected non-interaction effect. Drug 1: COC1=CC(=CC(=C1O)OC)C2C3C(COC3=O)C(C4=CC5=C(C=C24)OCO5)OC6C(C(C7C(O6)COC(O7)C8=CC=CS8)O)O. Drug 2: CC1=CC2C(CCC3(C2CCC3(C(=O)C)OC(=O)C)C)C4(C1=CC(=O)CC4)C. Cell line: UACC62. Synergy scores: CSS=36.2, Synergy_ZIP=4.96, Synergy_Bliss=4.37, Synergy_Loewe=-34.2, Synergy_HSA=4.25.